Dataset: Forward reaction prediction with 1.9M reactions from USPTO patents (1976-2016). Task: Predict the product of the given reaction. (1) Given the reactants [P:1]([Cl:6])(Cl)(Cl)([Cl:3])[Cl:2].[C:7]([O:10]C(=O)C)(=[O:9])[CH3:8], predict the reaction product. The product is: [C:7]([Cl:2])(=[O:10])[CH3:8].[P:1]([Cl:6])([Cl:3])([Cl:2])=[O:9]. (2) Given the reactants [OH:1][C:2]1[CH:12]=[C:11]([C:13]([O:15][CH2:16][CH3:17])=[O:14])[C:10]([OH:18])=[CH:9][C:3]=1[C:4]([O:6][CH2:7][CH3:8])=[O:5].[H-].[Na+].Cl[C:22]1[CH:27]=[CH:26][C:25]([S:28]([C:31]([F:34])([F:33])[F:32])(=[O:30])=[O:29])=[CH:24][C:23]=1[N+:35]([O-:37])=[O:36], predict the reaction product. The product is: [CH2:16]([O:15][C:13](=[O:14])[C:11]1[CH:12]=[C:2]([O:1][C:22]2[CH:27]=[CH:26][C:25]([S:28]([C:31]([F:34])([F:33])[F:32])(=[O:30])=[O:29])=[CH:24][C:23]=2[N+:35]([O-:37])=[O:36])[C:3]([C:4]([O:6][CH2:7][CH3:8])=[O:5])=[CH:9][C:10]=1[O:18][C:22]1[CH:27]=[CH:26][C:25]([S:28]([C:31]([F:33])([F:34])[F:32])(=[O:30])=[O:29])=[CH:24][C:23]=1[N+:35]([O-:37])=[O:36])[CH3:17]. (3) Given the reactants [C:1]1([NH:7][C:8]2[CH:13]=[CH:12][CH:11]=[CH:10][CH:9]=2)[CH:6]=[CH:5][CH:4]=[CH:3][CH:2]=1.I[C:15]1[CH:20]=[CH:19][CH:18]=[C:17]([N+:21]([O-:23])=[O:22])[CH:16]=1.CC(C)([O-])C.[Na+], predict the reaction product. The product is: [N+:21]([C:17]1[CH:16]=[C:15]([CH:20]=[CH:19][CH:18]=1)[N:7]([C:8]1[CH:9]=[CH:10][CH:11]=[CH:12][CH:13]=1)[C:1]1[CH:6]=[CH:5][CH:4]=[CH:3][CH:2]=1)([O-:23])=[O:22]. (4) Given the reactants [Cl:1][C:2]1[CH:3]=[C:4]([NH:8][NH:9][C:10](=[O:25])[CH2:11][S:12][C:13]2[N:17]([CH3:18])[C:16]([C:19]3[CH:20]=[N:21][CH:22]=[CH:23][CH:24]=3)=[N:15][N:14]=2)[CH:5]=[CH:6][CH:7]=1.C1N=CN([C:31](N2C=NC=C2)=[O:32])C=1.O1CCOCC1.C(Cl)(Cl)=O, predict the reaction product. The product is: [Cl:1][C:2]1[CH:3]=[C:4]([N:8]2[N:9]=[C:10]([CH2:11][S:12][C:13]3[N:17]([CH3:18])[C:16]([C:19]4[CH:20]=[N:21][CH:22]=[CH:23][CH:24]=4)=[N:15][N:14]=3)[O:25][C:31]2=[O:32])[CH:5]=[CH:6][CH:7]=1.